From a dataset of Forward reaction prediction with 1.9M reactions from USPTO patents (1976-2016). Predict the product of the given reaction. (1) Given the reactants [C:1]([C:4]1[CH:5]=[C:6]([CH:11]=[C:12]([C:14](=[O:20])[N:15]([CH3:19])[CH2:16][CH2:17][CH3:18])[CH:13]=1)[C:7]([O:9]C)=[O:8])(=[O:3])[CH3:2].CO.O.[Li+].[OH-], predict the reaction product. The product is: [C:1]([C:4]1[CH:5]=[C:6]([CH:11]=[C:12]([C:14](=[O:20])[N:15]([CH3:19])[CH2:16][CH2:17][CH3:18])[CH:13]=1)[C:7]([OH:9])=[O:8])(=[O:3])[CH3:2]. (2) The product is: [C:24]12([CH2:34][C:35]([NH:1][N:2]3[N:11]=[C:10]([CH:12]([CH3:14])[CH3:13])[C:9]4[CH:8]5[CH2:15][CH2:16][CH:5]([CH2:6][CH2:7]5)[C:4]=4[C:3]3=[O:17])=[O:36])[CH2:31][CH:30]3[CH2:29][CH:28]([CH2:27][CH:26]([CH2:32]3)[CH2:25]1)[CH2:33]2. Given the reactants [NH2:1][N:2]1[N:11]=[C:10]([CH:12]([CH3:14])[CH3:13])[C:9]2[CH:8]3[CH2:15][CH2:16][CH:5]([CH2:6][CH2:7]3)[C:4]=2[C:3]1=[O:17].N1C=CC=CC=1.[C:24]12([CH2:34][C:35](Cl)=[O:36])[CH2:33][CH:28]3[CH2:29][CH:30]([CH2:32][CH:26]([CH2:27]3)[CH2:25]1)[CH2:31]2, predict the reaction product.